From a dataset of Catalyst prediction with 721,799 reactions and 888 catalyst types from USPTO. Predict which catalyst facilitates the given reaction. (1) Reactant: C(=O)([O-])[O-].[Cs+].[Cs+].[Cl:7][C:8]1[CH:27]=[CH:26][C:11]([CH2:12][C:13]2[O:17][C:16]([C:18]3[CH:19]=[CH:20][C:21]([CH3:25])=[C:22]([OH:24])[CH:23]=3)=[N:15][N:14]=2)=[CH:10][CH:9]=1.[CH2:28]([O:30][C:31]([C:33]1[C:34]2[S:42][CH:41]=[C:40]([CH2:43]Br)[C:35]=2[C:36]([Cl:39])=[N:37][CH:38]=1)=[O:32])[CH3:29]. Product: [CH2:28]([O:30][C:31]([C:33]1[C:34]2[S:42][CH:41]=[C:40]([CH2:43][O:24][C:22]3[CH:23]=[C:18]([C:16]4[O:17][C:13]([CH2:12][C:11]5[CH:26]=[CH:27][C:8]([Cl:7])=[CH:9][CH:10]=5)=[N:14][N:15]=4)[CH:19]=[CH:20][C:21]=3[CH3:25])[C:35]=2[C:36]([Cl:39])=[N:37][CH:38]=1)=[O:32])[CH3:29]. The catalyst class is: 213. (2) Reactant: [CH2:1]([C:3]1[C:8]([N+:9]([O-])=O)=[CH:7][C:6]([CH3:12])=[C:5]([C:13]2[CH:18]=[CH:17][C:16]([O:19][C:20]([F:23])([F:22])[F:21])=[CH:15][C:14]=2[O:24][CH3:25])[N:4]=1)[CH3:2]. Product: [CH2:1]([C:3]1[C:8]([NH2:9])=[CH:7][C:6]([CH3:12])=[C:5]([C:13]2[CH:18]=[CH:17][C:16]([O:19][C:20]([F:22])([F:23])[F:21])=[CH:15][C:14]=2[O:24][CH3:25])[N:4]=1)[CH3:2]. The catalyst class is: 29. (3) Product: [N:3]1[C:4]([CH2:12][CH2:13][NH:14][C:58]([C:59]2[N:24]([CH3:25])[N:23]=[CH:52][C:51]=2[C:50]([N:40]2[CH2:41][CH2:44][CH2:45]2)=[O:49])=[O:57])=[CH:5][N:6]2[CH:11]=[CH:10][CH:9]=[CH:8][C:7]=12. The catalyst class is: 1. Reactant: Cl.Cl.[N:3]1[C:4]([CH2:12][CH2:13][NH2:14])=[CH:5][N:6]2[CH:11]=[CH:10][CH:9]=[CH:8][C:7]=12.F[P-](F)(F)(F)(F)F.N1(OC(N(C)C)=[N+](C)C)C2N=CC=C[C:25]=2[N:24]=[N:23]1.C[N:40]1[CH2:45][CH2:44]OC[CH2:41]1.C([O:49][CH2:50][CH3:51])(=O)C.[CH3:52]O.C([O:57][CH2:58][CH3:59])(=O)C. (4) Product: [C:23]([O:22][C:20]([N:9]1[C:10]2[C:6](=[CH:5][C:4]([N+:1]([O-:3])=[O:2])=[CH:12][CH:11]=2)[CH:7]=[N:8]1)=[O:21])([CH3:26])([CH3:25])[CH3:24]. Reactant: [N+:1]([C:4]1[CH:5]=[C:6]2[C:10](=[CH:11][CH:12]=1)[NH:9][N:8]=[CH:7]2)([O-:3])=[O:2].CCN(CC)CC.[C:20](O[C:20]([O:22][C:23]([CH3:26])([CH3:25])[CH3:24])=[O:21])([O:22][C:23]([CH3:26])([CH3:25])[CH3:24])=[O:21]. The catalyst class is: 594. (5) Reactant: [Li+].[OH-].[Cl:3][C:4]1[C:8]([CH:9]=[O:10])=[CH:7][NH:6][C:5]=1[C:11]([O:13]C)=[O:12]. Product: [Cl:3][C:4]1[C:8]([CH:9]=[O:10])=[CH:7][NH:6][C:5]=1[C:11]([OH:13])=[O:12]. The catalyst class is: 36. (6) Reactant: [CH3:1][O:2][C:3]1[CH:8]=[CH:7][CH:6]=[CH:5][C:4]=1[C:9]1[NH:10][C:11]2[C:16]([CH:17]=1)=[CH:15][C:14](B1OC(C)(C)C(C)(C)O1)=[CH:13][CH:12]=2.[CH3:27][C:28]1([CH3:49])[CH2:33][N:32]([C:34]([O:36][C:37]([CH3:40])([CH3:39])[CH3:38])=[O:35])[CH2:31][CH:30]=[C:29]1OS(C(F)(F)F)(=O)=O.C(=O)([O-])[O-].[Cs+].[Cs+]. Product: [CH3:1][O:2][C:3]1[CH:8]=[CH:7][CH:6]=[CH:5][C:4]=1[C:9]1[NH:10][C:11]2[C:16]([CH:17]=1)=[CH:15][C:14]([C:29]1[C:28]([CH3:27])([CH3:49])[CH2:33][N:32]([C:34]([O:36][C:37]([CH3:40])([CH3:39])[CH3:38])=[O:35])[CH2:31][CH:30]=1)=[CH:13][CH:12]=2. The catalyst class is: 151. (7) Reactant: [CH:1]1([C:4]2[C:5]([O:30][CH3:31])=[CH:6][CH:7]=[C:8]3[C:13]=2[O:12][C:11]([C:14]2[CH:19]=[CH:18][C:17]([O:20][CH2:21][C:22]4[CH:27]=[CH:26][CH:25]=[CH:24][CH:23]=4)=[CH:16][CH:15]=2)=[C:10](I)[C:9]3=[O:29])[CH2:3][CH2:2]1.C([O-])=O.[Na+].C(OCC)(=O)C.O. Product: [CH:1]1([C:4]2[C:5]([O:30][CH3:31])=[CH:6][CH:7]=[C:8]3[C:13]=2[O:12][C:11]([C:14]2[CH:19]=[CH:18][C:17]([O:20][CH2:21][C:22]4[CH:27]=[CH:26][CH:25]=[CH:24][CH:23]=4)=[CH:16][CH:15]=2)=[CH:10][C:9]3=[O:29])[CH2:2][CH2:3]1. The catalyst class is: 233. (8) Reactant: Cl.[Cl:2][C:3]1[C:4]([F:32])=[C:5]([NH:9][C:10]2[C:19]3[C:14](=[CH:15][C:16]([O:30][CH3:31])=[C:17]([O:20][C@H:21]4[CH2:25][NH:24][C@H:23]([C:26]([O:28][CH3:29])=[O:27])[CH2:22]4)[CH:18]=3)[N:13]=[CH:12][N:11]=2)[CH:6]=[CH:7][CH:8]=1.C=O.C([BH3-])#N.[Na+].S([O-])([O-])(=O)=O.[Mg+2]. Product: [ClH:2].[Cl:2][C:3]1[C:4]([F:32])=[C:5]([NH:9][C:10]2[C:19]3[C:14](=[CH:15][C:16]([O:30][CH3:31])=[C:17]([O:20][C@@H:21]4[CH2:25][NH:24][C@@H:23]([C:26]([O:28][CH3:29])=[O:27])[CH2:22]4)[CH:18]=3)[N:13]=[CH:12][N:11]=2)[CH:6]=[CH:7][CH:8]=1. The catalyst class is: 5. (9) Reactant: [CH3:1][O:2][C:3]([C:5]1[C:10]2[O:11][C:12]3[C:17]([C:18]([O:20][CH3:21])=[O:19])=[CH:16][CH:15]=[CH:14][C:13]=3[C:9]=2[C:8]([OH:22])=[CH:7][CH:6]=1)=[O:4].[F:23][C:24]([F:37])([F:36])[S:25](O[S:25]([C:24]([F:37])([F:36])[F:23])(=[O:27])=[O:26])(=[O:27])=[O:26]. Product: [CH3:1][O:2][C:3]([C:5]1[C:10]2[O:11][C:12]3[C:17]([C:18]([O:20][CH3:21])=[O:19])=[CH:16][CH:15]=[CH:14][C:13]=3[C:9]=2[C:8]([O:22][S:25]([C:24]([F:37])([F:36])[F:23])(=[O:27])=[O:26])=[CH:7][CH:6]=1)=[O:4]. The catalyst class is: 17.